From a dataset of NCI-60 drug combinations with 297,098 pairs across 59 cell lines. Regression. Given two drug SMILES strings and cell line genomic features, predict the synergy score measuring deviation from expected non-interaction effect. (1) Drug 1: CC(CN1CC(=O)NC(=O)C1)N2CC(=O)NC(=O)C2. Drug 2: CC=C1C(=O)NC(C(=O)OC2CC(=O)NC(C(=O)NC(CSSCCC=C2)C(=O)N1)C(C)C)C(C)C. Cell line: U251. Synergy scores: CSS=77.3, Synergy_ZIP=-7.79, Synergy_Bliss=-5.32, Synergy_Loewe=-5.03, Synergy_HSA=-2.63. (2) Drug 1: CC(CN1CC(=O)NC(=O)C1)N2CC(=O)NC(=O)C2. Drug 2: C#CCC(CC1=CN=C2C(=N1)C(=NC(=N2)N)N)C3=CC=C(C=C3)C(=O)NC(CCC(=O)O)C(=O)O. Cell line: SF-539. Synergy scores: CSS=3.53, Synergy_ZIP=-7.82, Synergy_Bliss=-14.2, Synergy_Loewe=-17.1, Synergy_HSA=-11.7. (3) Drug 1: CC1OCC2C(O1)C(C(C(O2)OC3C4COC(=O)C4C(C5=CC6=C(C=C35)OCO6)C7=CC(=C(C(=C7)OC)O)OC)O)O. Drug 2: CS(=O)(=O)OCCCCOS(=O)(=O)C. Cell line: SK-MEL-2. Synergy scores: CSS=30.9, Synergy_ZIP=-1.53, Synergy_Bliss=2.15, Synergy_Loewe=-18.9, Synergy_HSA=-0.690. (4) Drug 1: CC12CCC3C(C1CCC2=O)CC(=C)C4=CC(=O)C=CC34C. Drug 2: C1=CC(=CC=C1CC(C(=O)O)N)N(CCCl)CCCl.Cl. Cell line: HCT116. Synergy scores: CSS=70.3, Synergy_ZIP=-2.86, Synergy_Bliss=2.14, Synergy_Loewe=2.25, Synergy_HSA=2.22. (5) Drug 1: CC12CCC(CC1=CCC3C2CCC4(C3CC=C4C5=CN=CC=C5)C)O. Drug 2: C1=NNC2=C1C(=O)NC=N2. Cell line: MALME-3M. Synergy scores: CSS=5.95, Synergy_ZIP=0.147, Synergy_Bliss=2.65, Synergy_Loewe=-3.96, Synergy_HSA=0.356. (6) Drug 1: COC1=C(C=C2C(=C1)N=CN=C2NC3=CC(=C(C=C3)F)Cl)OCCCN4CCOCC4. Drug 2: CC1C(C(=O)NC(C(=O)N2CCCC2C(=O)N(CC(=O)N(C(C(=O)O1)C(C)C)C)C)C(C)C)NC(=O)C3=C4C(=C(C=C3)C)OC5=C(C(=O)C(=C(C5=N4)C(=O)NC6C(OC(=O)C(N(C(=O)CN(C(=O)C7CCCN7C(=O)C(NC6=O)C(C)C)C)C)C(C)C)C)N)C. Cell line: SNB-75. Synergy scores: CSS=24.9, Synergy_ZIP=-4.94, Synergy_Bliss=-0.804, Synergy_Loewe=0.0961, Synergy_HSA=-0.213. (7) Drug 1: C1=CC(=CC=C1CCC2=CNC3=C2C(=O)NC(=N3)N)C(=O)NC(CCC(=O)O)C(=O)O. Drug 2: N.N.Cl[Pt+2]Cl. Cell line: HOP-92. Synergy scores: CSS=6.86, Synergy_ZIP=-3.45, Synergy_Bliss=-3.78, Synergy_Loewe=-14.4, Synergy_HSA=-2.96. (8) Drug 1: CC12CCC3C(C1CCC2=O)CC(=C)C4=CC(=O)C=CC34C. Synergy scores: CSS=36.6, Synergy_ZIP=2.44, Synergy_Bliss=5.22, Synergy_Loewe=5.57, Synergy_HSA=7.48. Drug 2: COCCOC1=C(C=C2C(=C1)C(=NC=N2)NC3=CC=CC(=C3)C#C)OCCOC.Cl. Cell line: A549. (9) Drug 1: CC1=C(C=C(C=C1)C(=O)NC2=CC(=CC(=C2)C(F)(F)F)N3C=C(N=C3)C)NC4=NC=CC(=N4)C5=CN=CC=C5. Drug 2: C1CCC(C(C1)N)N.C(=O)(C(=O)[O-])[O-].[Pt+4]. Cell line: CAKI-1. Synergy scores: CSS=10.5, Synergy_ZIP=-4.72, Synergy_Bliss=-1.61, Synergy_Loewe=-13.2, Synergy_HSA=-5.78.